Task: Predict the reaction yield, written as a fraction of the theoretical maximum amount of product (1.0 means a 100% yield; for example, 0.34 means a 34% yield).. Dataset: Reaction yield outcomes from USPTO patents with 853,638 reactions (1) The reactants are Cl.[CH2:2]([O:6][C:7]1[CH:12]=[CH:11][C:10]([CH2:13][CH:14]([NH2:29])[C:15]2[NH:16][CH:17]=[C:18]([C:20]3[CH:25]=[CH:24][C:23]([N+:26]([O-:28])=[O:27])=[CH:22][CH:21]=3)[N:19]=2)=[CH:9][CH:8]=1)[CH2:3][CH2:4][CH3:5].[C:30]([CH:34]1[CH2:39][CH2:38][CH:37]([C:40](O)=[O:41])[CH2:36][CH2:35]1)([CH3:33])([CH3:32])[CH3:31]. No catalyst specified. The product is [CH2:2]([O:6][C:7]1[CH:8]=[CH:9][C:10]([CH2:13][C@H:14]([NH:29][C:40]([CH:37]2[CH2:38][CH2:39][CH:34]([C:30]([CH3:33])([CH3:32])[CH3:31])[CH2:35][CH2:36]2)=[O:41])[C:15]2[NH:16][CH:17]=[C:18]([C:20]3[CH:21]=[CH:22][C:23]([N+:26]([O-:28])=[O:27])=[CH:24][CH:25]=3)[N:19]=2)=[CH:11][CH:12]=1)[CH2:3][CH2:4][CH3:5]. The yield is 0.780. (2) The reactants are [H-].[Al+3].[Li+].[H-].[H-].[H-].CCOCC.[Cl-].[Cl-].[Cl-].[Al+3].[F:16][C:17]1[CH:22]=[C:21]([CH:23]=[CH:24][N+:25]([O-])=O)[CH:20]=[C:19]([F:28])[C:18]=1[OH:29]. The catalyst is C1COCC1. The product is [NH2:25][CH2:24][CH2:23][C:21]1[CH:20]=[C:19]([F:28])[C:18]([OH:29])=[C:17]([F:16])[CH:22]=1. The yield is 0.870.